From a dataset of NCI-60 drug combinations with 297,098 pairs across 59 cell lines. Regression. Given two drug SMILES strings and cell line genomic features, predict the synergy score measuring deviation from expected non-interaction effect. (1) Drug 1: CC(C1=C(C=CC(=C1Cl)F)Cl)OC2=C(N=CC(=C2)C3=CN(N=C3)C4CCNCC4)N. Drug 2: C1CCC(CC1)NC(=O)N(CCCl)N=O. Cell line: HL-60(TB). Synergy scores: CSS=1.91, Synergy_ZIP=-15.4, Synergy_Bliss=-26.8, Synergy_Loewe=-40.0, Synergy_HSA=-29.3. (2) Drug 1: CC1=C(C(CCC1)(C)C)C=CC(=CC=CC(=CC(=O)O)C)C. Drug 2: CN(CCCl)CCCl.Cl. Cell line: ACHN. Synergy scores: CSS=47.2, Synergy_ZIP=-0.931, Synergy_Bliss=1.40, Synergy_Loewe=-0.448, Synergy_HSA=-0.293. (3) Drug 1: CC(C1=C(C=CC(=C1Cl)F)Cl)OC2=C(N=CC(=C2)C3=CN(N=C3)C4CCNCC4)N. Drug 2: CC12CCC3C(C1CCC2O)C(CC4=C3C=CC(=C4)O)CCCCCCCCCS(=O)CCCC(C(F)(F)F)(F)F. Cell line: UO-31. Synergy scores: CSS=7.70, Synergy_ZIP=-2.08, Synergy_Bliss=1.38, Synergy_Loewe=2.60, Synergy_HSA=2.69. (4) Synergy scores: CSS=13.3, Synergy_ZIP=3.40, Synergy_Bliss=6.38, Synergy_Loewe=7.72, Synergy_HSA=3.52. Drug 2: CC12CCC3C(C1CCC2OP(=O)(O)O)CCC4=C3C=CC(=C4)OC(=O)N(CCCl)CCCl.[Na+]. Drug 1: C1C(C(OC1N2C=NC3=C2NC=NCC3O)CO)O. Cell line: M14.